This data is from Forward reaction prediction with 1.9M reactions from USPTO patents (1976-2016). The task is: Predict the product of the given reaction. (1) The product is: [O:30]=[C:24]([NH:1][C:2]1[CH:7]=[CH:6][CH:5]=[C:4]([C:8]2[N:13]3[N:14]=[CH:15][C:16]([C:17]([C:19]4[S:20][CH:21]=[CH:22][CH:23]=4)=[O:18])=[C:12]3[N:11]=[CH:10][CH:9]=2)[CH:3]=1)[CH2:25][CH2:26][C:27]([OH:29])=[O:28]. Given the reactants [NH2:1][C:2]1[CH:3]=[C:4]([C:8]2[N:13]3[N:14]=[CH:15][C:16]([C:17]([C:19]4[S:20][CH:21]=[CH:22][CH:23]=4)=[O:18])=[C:12]3[N:11]=[CH:10][CH:9]=2)[CH:5]=[CH:6][CH:7]=1.[C:24]1(=[O:30])[O:29][C:27](=[O:28])[CH2:26][CH2:25]1, predict the reaction product. (2) The product is: [Br:1][C:2]1[CH:3]=[CH:4][C:5](/[CH:8]=[CH:9]/[C:10]2[CH:11]=[C:12]([CH:16]=[CH:17][C:18]=2[O:19][CH3:20])[C:13]([NH:21][CH:22]([CH2:25][OH:26])[CH2:23][OH:24])=[O:15])=[CH:6][CH:7]=1. Given the reactants [Br:1][C:2]1[CH:7]=[CH:6][C:5](/[CH:8]=[CH:9]/[C:10]2[CH:11]=[C:12]([CH:16]=[CH:17][C:18]=2[O:19][CH3:20])[C:13]([OH:15])=O)=[CH:4][CH:3]=1.[NH2:21][CH:22]([CH2:25][OH:26])[CH2:23][OH:24], predict the reaction product. (3) Given the reactants [Br:1][C:2]1[CH:3]=[C:4]([CH:8]=[CH:9][CH:10]=1)[C:5]([OH:7])=O.[NH:11]1[CH2:16][CH2:15][O:14][CH2:13][CH2:12]1.CCN=C=NCCCN(C)C.C1C=CC2N(O)N=NC=2C=1, predict the reaction product. The product is: [Br:1][C:2]1[CH:3]=[C:4]([C:5]([N:11]2[CH2:16][CH2:15][O:14][CH2:13][CH2:12]2)=[O:7])[CH:8]=[CH:9][CH:10]=1. (4) Given the reactants [O:1]1[C:8]2[CH:7]=[C:6]([C:9]([O:11][CH2:12][CH2:13][O:14][C:15](=[O:20])[CH2:16]CCCl)=[O:10])[NH:5][C:4]=2[CH:3]=[CH:2]1.[CH3:21][N:22]1[CH2:27][CH2:26][NH:25][CH2:24][CH2:23]1, predict the reaction product. The product is: [O:1]1[C:8]2[CH:7]=[C:6]([C:9]([O:11][CH2:12][CH2:13][O:14][C:15](=[O:20])[CH2:16][N:25]3[CH2:26][CH2:27][N:22]([CH3:21])[CH2:23][CH2:24]3)=[O:10])[NH:5][C:4]=2[CH:3]=[CH:2]1. (5) Given the reactants Cl.[CH3:2][O:3][C:4](=[O:8])[C@H:5]([CH3:7])[NH2:6].[C:9]1(B(O)O)[C:18]2[C:13](=[CH:14][CH:15]=[CH:16][CH:17]=2)[CH:12]=[CH:11][CH:10]=1, predict the reaction product. The product is: [C:17]1([NH:6][C@@H:5]([CH3:7])[C:4]([O:3][CH3:2])=[O:8])[C:18]2[C:13](=[CH:12][CH:11]=[CH:10][CH:9]=2)[CH:14]=[CH:15][CH:16]=1. (6) Given the reactants [NH2:1][C:2]1[C:3]2[C:10]([C:11]3[CH:16]=[CH:15][C:14]([O:17][C:18]4[CH:23]=[CH:22][CH:21]=[CH:20][CH:19]=4)=[CH:13][CH:12]=3)=[CH:9][N:8]([C:24]3[CH:25]=[C:26]([CH:29]=[CH:30][CH:31]=3)[CH:27]=[O:28])[C:4]=2[N:5]=[CH:6][N:7]=1.C(C[C:35]([NH2:37])=O)#N.[N:38]12CCCN=[C:44]1CCCC[CH2:39]2.[CH3:49][CH:50](O)C, predict the reaction product. The product is: [NH2:1][C:2]1[C:3]2[C:10]([C:11]3[CH:12]=[CH:13][C:14]([O:17][C:18]4[CH:23]=[CH:22][CH:21]=[CH:20][CH:19]=4)=[CH:15][CH:16]=3)=[CH:9][N:8]([C:24]3[CH:31]=[C:30](/[CH:29]=[C:26](\[C:35]#[N:37])/[C:27]([N:38]([CH3:44])[CH3:39])=[O:28])[CH:49]=[CH:50][CH:25]=3)[C:4]=2[N:5]=[CH:6][N:7]=1. (7) Given the reactants [CH3:1][CH:2]1[CH2:8][CH2:7][NH:6][CH2:5][C:4]2[N:9]=[C:10]([C:12]3[CH:17]=[CH:16][CH:15]=[CH:14][N:13]=3)[O:11][C:3]1=2.CC(C1C=C(C(C)C)C(C2C=CC=CC=2P(C2CCCCC2)C2CCCCC2)=C(C(C)C)C=1)C.Br[C:53]1[CH:54]=[C:55]([CH:58]=[C:59]([F:61])[CH:60]=1)[C:56]#[N:57], predict the reaction product. The product is: [F:61][C:59]1[CH:58]=[C:55]([CH:54]=[C:53]([N:6]2[CH2:7][CH2:8][CH:2]([CH3:1])[C:3]3[O:11][C:10]([C:12]4[CH:17]=[CH:16][CH:15]=[CH:14][N:13]=4)=[N:9][C:4]=3[CH2:5]2)[CH:60]=1)[C:56]#[N:57]. (8) Given the reactants [N:1]1[O:2][N:3]=[C:4]2[CH:9]=[C:8]([CH:10](O)[CH2:11][N:12]3[CH2:17][CH2:16][N:15]([C:18]([O:20][C:21]([CH3:24])([CH3:23])[CH3:22])=[O:19])[CH2:14][C@H:13]3[CH2:25][OH:26])[CH:7]=[CH:6][C:5]=12.C(C=P(CCCC)(CCCC)CCCC)#N, predict the reaction product. The product is: [N:1]1[O:2][N:3]=[C:4]2[CH:9]=[C:8]([CH:10]3[O:26][CH2:25][C@@H:13]4[CH2:14][N:15]([C:18]([O:20][C:21]([CH3:24])([CH3:22])[CH3:23])=[O:19])[CH2:16][CH2:17][N:12]4[CH2:11]3)[CH:7]=[CH:6][C:5]=12. (9) Given the reactants [C:1]([O:5][C:6]([N:8]1[CH2:12][CH2:11][C@@H:10]([NH:13][C:14](=[O:31])[C:15]2[CH:20]=[CH:19][C:18]([N:21]3[C:25]4[CH:26]=[CH:27][CH:28]=[CH:29][C:24]=4[N:23]=[C:22]3[CH3:30])=[CH:17][CH:16]=2)[CH2:9]1)=[O:7])([CH3:4])([CH3:3])[CH3:2].[H-].[Na+].I[CH3:35], predict the reaction product. The product is: [C:1]([O:5][C:6]([N:8]1[CH2:12][CH2:11][C@@H:10]([N:13]([CH3:35])[C:14](=[O:31])[C:15]2[CH:16]=[CH:17][C:18]([N:21]3[C:25]4[CH:26]=[CH:27][CH:28]=[CH:29][C:24]=4[N:23]=[C:22]3[CH3:30])=[CH:19][CH:20]=2)[CH2:9]1)=[O:7])([CH3:4])([CH3:3])[CH3:2]. (10) Given the reactants [NH:1]1[CH:5]=[C:4]([C:6]2[CH:22]=[CH:21][C:9]3[C:10]4[N:11]=[C:12]([C:18]([OH:20])=O)[S:13][C:14]=4[CH2:15][CH2:16][O:17][C:8]=3[CH:7]=2)[CH:3]=[N:2]1.[NH:23]1[CH2:29][CH2:28][CH2:27][NH:26][CH2:25][CH2:24]1, predict the reaction product. The product is: [N:23]1([C:18]([C:12]2[S:13][C:14]3[CH2:15][CH2:16][O:17][C:8]4[CH:7]=[C:6]([C:4]5[CH:5]=[N:1][NH:2][CH:3]=5)[CH:22]=[CH:21][C:9]=4[C:10]=3[N:11]=2)=[O:20])[CH2:29][CH2:28][CH2:27][NH:26][CH2:25][CH2:24]1.